This data is from Peptide-MHC class I binding affinity with 185,985 pairs from IEDB/IMGT. The task is: Regression. Given a peptide amino acid sequence and an MHC pseudo amino acid sequence, predict their binding affinity value. This is MHC class I binding data. (1) The MHC is SLA-20401 with pseudo-sequence SLA-20401. The binding affinity (normalized) is 0.467. The peptide sequence is MVFQNYALY. (2) The peptide sequence is LSPRTLNAW. The MHC is HLA-B15:01 with pseudo-sequence HLA-B15:01. The binding affinity (normalized) is 0.246. (3) The peptide sequence is RMAATAQVL. The MHC is HLA-C03:03 with pseudo-sequence HLA-C03:03. The binding affinity (normalized) is 0.770. (4) The peptide sequence is STSRSYMSF. The MHC is HLA-A26:01 with pseudo-sequence HLA-A26:01. The binding affinity (normalized) is 0.686. (5) The peptide sequence is YLCLIQKALF. The MHC is Mamu-A02 with pseudo-sequence Mamu-A02. The binding affinity (normalized) is 0.149. (6) The binding affinity (normalized) is 0.270. The peptide sequence is NHINVELSH. The MHC is Mamu-A07 with pseudo-sequence Mamu-A07. (7) The peptide sequence is FGAAVSLLF. The MHC is BoLA-AW10 with pseudo-sequence BoLA-AW10. The binding affinity (normalized) is 0.0975.